From a dataset of Forward reaction prediction with 1.9M reactions from USPTO patents (1976-2016). Predict the product of the given reaction. (1) Given the reactants OC(C(F)(F)F)=O.[NH:8]1[CH2:11][CH:10]([NH:12][C:13](=[O:32])[CH2:14][NH:15][C:16]2[C:24]3[C:19](=[CH:20][CH:21]=[C:22]([CH:25]([OH:30])[C:26]([F:29])([F:28])[F:27])[CH:23]=3)[N:18]([CH3:31])[N:17]=2)[CH2:9]1.[CH2:33]([C:35]1[S:36][C:37]([C:40]2([OH:47])[CH2:45][CH2:44][C:43](=O)[CH2:42][CH2:41]2)=[CH:38][N:39]=1)[CH3:34], predict the reaction product. The product is: [CH2:33]([C:35]1[S:36][C:37]([C:40]2([OH:47])[CH2:41][CH2:42][CH:43]([N:8]3[CH2:11][CH:10]([NH:12][C:13](=[O:32])[CH2:14][NH:15][C:16]4[C:24]5[C:19](=[CH:20][CH:21]=[C:22]([CH:25]([OH:30])[C:26]([F:29])([F:28])[F:27])[CH:23]=5)[N:18]([CH3:31])[N:17]=4)[CH2:9]3)[CH2:44][CH2:45]2)=[CH:38][N:39]=1)[CH3:34]. (2) Given the reactants [N+:1]([C:4]1[CH:5]=[C:6]2[C:11](=[CH:12][CH:13]=1)[N+:10]([O-])=[CH:9][CH:8]=[CH:7]2)([O-:3])=[O:2].C[Si]([C:19]#[N:20])(C)C.CCN(CC)CC, predict the reaction product. The product is: [C:19]([C:9]1[CH:8]=[CH:7][C:6]2[C:11](=[CH:12][CH:13]=[C:4]([N+:1]([O-:3])=[O:2])[CH:5]=2)[N:10]=1)#[N:20]. (3) Given the reactants [C:1]([O-:8])(=[O:7])/[CH:2]=[CH:3]\[C:4]([O-:6])=[O:5].[OH-].[Na+].[C:11]([OH:15])(=[O:14])[CH:12]=[CH2:13].OO, predict the reaction product. The product is: [C:4]([O-:6])(=[O:5])[CH:3]=[CH2:2].[C:11]([OH:15])(=[O:14])[CH:12]=[CH2:13].[C:1]([OH:8])(=[O:7])/[CH:2]=[CH:3]\[C:4]([OH:6])=[O:5]. (4) Given the reactants I[C:2]1[CH:3]=[C:4]2[C:9](=[CH:10][CH:11]=1)[NH:8][C:7](=[O:12])[CH2:6][CH2:5]2.[C-:13]#[N:14].[Na+], predict the reaction product. The product is: [O:12]=[C:7]1[CH2:6][CH2:5][C:4]2[C:9](=[CH:10][CH:11]=[C:2]([C:13]#[N:14])[CH:3]=2)[NH:8]1. (5) Given the reactants [Cl:1][C:2]1[N:7]=[C:6]([NH2:8])[C:5]([NH2:9])=[CH:4][CH:3]=1.[CH:10](=O)[C:11]1[CH:16]=[CH:15][CH:14]=[CH:13][CH:12]=1.C(O)(=O)C.[BH-](OC(C)=O)(OC(C)=O)OC(C)=O.[Na+], predict the reaction product. The product is: [CH2:10]([NH:9][C:5]1[C:6]([NH2:8])=[N:7][C:2]([Cl:1])=[CH:3][CH:4]=1)[C:11]1[CH:16]=[CH:15][CH:14]=[CH:13][CH:12]=1. (6) Given the reactants C1(P(C2C=CC=CC=2)C2C=CC=CC=2)C=CC=CC=1.CCOC(/N=N/C(OCC)=O)=O.[C:32]([O:36][C:37](=[O:50])[NH:38][C:39]1[C:48]2[C:43](=[CH:44][CH:45]=[CH:46][CH:47]=2)[C:42]([OH:49])=[CH:41][CH:40]=1)([CH3:35])([CH3:34])[CH3:33].[O:51]1[CH2:56][CH2:55][CH:54](O)[CH2:53][CH2:52]1, predict the reaction product. The product is: [C:32]([O:36][C:37](=[O:50])[NH:38][C:39]1[C:48]2[C:43](=[CH:44][CH:45]=[CH:46][CH:47]=2)[C:42]([O:49][CH:54]2[CH2:55][CH2:56][O:51][CH2:52][CH2:53]2)=[CH:41][CH:40]=1)([CH3:35])([CH3:33])[CH3:34]. (7) Given the reactants [CH3:1][O:2][C:3]1[C:8]([CH2:9][N:10]2[C:18]3[C:13](=[N:14][CH:15]=[C:16]([CH3:19])[CH:17]=3)[C:12]([C:20](O)=[O:21])=[CH:11]2)=[CH:7][C:6]([C:23]([F:26])([F:25])[F:24])=[CH:5][N:4]=1.CN(C(ON1N=NC2C=CC=NC1=2)=[N+](C)C)C.F[P-](F)(F)(F)(F)F.Cl.[F:52][C@@H:53]([CH3:56])[CH2:54][NH2:55].C(N(CC)CC)C, predict the reaction product. The product is: [F:52][C@@H:53]([CH3:56])[CH2:54][NH:55][C:20]([C:12]1[C:13]2=[N:14][CH:15]=[C:16]([CH3:19])[CH:17]=[C:18]2[N:10]([CH2:9][C:8]2[C:3]([O:2][CH3:1])=[N:4][CH:5]=[C:6]([C:23]([F:24])([F:25])[F:26])[CH:7]=2)[CH:11]=1)=[O:21]. (8) Given the reactants Cl[C:2]1[CH:7]=[CH:6][C:5]([NH:8][C:9]([NH:11][C:12]2[CH:17]=[CH:16][CH:15]=[C:14]([C:18]3[CH:23]=[CH:22][CH:21]=[C:20]([N:24]4[CH2:28][CH2:27][CH2:26][CH2:25]4)[N:19]=3)[CH:13]=2)=[O:10])=[CH:4][CH:3]=1.N[C:30]1C=CC(C)=CC=1.CCN(C(C)C)C(C)C, predict the reaction product. The product is: [N:24]1([C:20]2[N:19]=[C:18]([C:14]3[CH:13]=[C:12]([NH:11][C:9]([NH:8][C:5]4[CH:6]=[CH:7][C:2]([CH3:30])=[CH:3][CH:4]=4)=[O:10])[CH:17]=[CH:16][CH:15]=3)[CH:23]=[CH:22][CH:21]=2)[CH2:28][CH2:27][CH2:26][CH2:25]1. (9) Given the reactants [CH2:1]([N:3]1[C:15]2[CH:14]=[CH:13][C:12]([C:16]3[N:20]([CH2:21][CH2:22][O:23][CH3:24])[C:19]4[CH:25]=[CH:26][C:27]([C:29]#[N:30])=[CH:28][C:18]=4[N:17]=3)=[CH:11][C:10]=2[C:9]2[C:4]1=[CH:5][CH:6]=[CH:7][CH:8]=2)[CH3:2].[Cl-].O[NH3+].C([N:36](CC)CC)C.[C:41](Cl)(=[O:45])[O:42]CC, predict the reaction product. The product is: [CH2:1]([N:3]1[C:15]2[CH:14]=[CH:13][C:12]([C:16]3[N:20]([CH2:21][CH2:22][O:23][CH3:24])[C:19]4[CH:25]=[CH:26][C:27]([C:29]5[NH:36][C:41](=[O:45])[O:42][N:30]=5)=[CH:28][C:18]=4[N:17]=3)=[CH:11][C:10]=2[C:9]2[C:4]1=[CH:5][CH:6]=[CH:7][CH:8]=2)[CH3:2]. (10) Given the reactants [CH2:1]([O:3][CH:4]([O:9][CH2:10][CH3:11])[C:5](=[NH:8])OC)[CH3:2].Cl.[F:13][CH:14]([F:20])[C:15](=[N:17]NC)[NH2:16].[C:21]([O-])(=O)C.[Na+], predict the reaction product. The product is: [CH2:10]([O:9][CH:4]([O:3][CH2:1][CH3:2])[C:5]1[N:8]([CH3:21])[N:17]=[C:15]([CH:14]([F:20])[F:13])[N:16]=1)[CH3:11].